From a dataset of Catalyst prediction with 721,799 reactions and 888 catalyst types from USPTO. Predict which catalyst facilitates the given reaction. (1) Reactant: [C:1]([C:3]1[C:8]([O:9][CH2:10][C:11]([NH2:13])=[O:12])=[CH:7][CH:6]=[CH:5][N:4]=1)#[N:2]. Product: [NH2:2][C:1]1[C:3]2=[N:4][CH:5]=[CH:6][CH:7]=[C:8]2[O:9][C:10]=1[C:11]([NH2:13])=[O:12]. The catalyst class is: 107. (2) Reactant: O1CCCC1.[S:6]([CH2:9][CH2:10][CH2:11][CH2:12][CH2:13][O:14][C:15]1[CH:20]=[CH:19][C:18]([CH3:21])=[C:17]([S:22][CH2:23][C:24]([F:27])([F:26])[F:25])[CH:16]=1)C#N.[F:28][C:29]([Si](C)(C)C)([F:31])[F:30].C([N+](CCCC)(CCCC)CCCC)CCC. Product: [F:28][C:29]([F:31])([F:30])[S:6][CH2:9][CH2:10][CH2:11][CH2:12][CH2:13][O:14][C:15]1[CH:20]=[CH:19][C:18]([CH3:21])=[C:17]([S:22][CH2:23][C:24]([F:27])([F:25])[F:26])[CH:16]=1. The catalyst class is: 175. (3) Reactant: FC(F)(F)[C:3]([OH:5])=O.[CH3:8][O:9][C:10](=[O:49])[CH2:11][C:12]1[CH:13]=[N:14][CH:15]=[C:16]([C:18]2[CH:23]=[CH:22][C:21]([C:24]([CH2:46][CH3:47])([C:27]3[CH:32]=[CH:31][C:30]([C:33]#[C:34][C:35]([OH:44])([C:40]([F:43])([F:42])[F:41])[C:36]([F:39])([F:38])[F:37])=[C:29]([CH3:45])[CH:28]=3)[CH2:25][CH3:26])=[CH:20][C:19]=2[CH3:48])[CH:17]=1.[C:50](=O)(O)[O-].[Na+]. Product: [CH3:8][O:9][C:10](=[O:49])[CH2:11][C:12]1[CH:13]=[N:14][CH:15]=[C:16]([C:18]2[CH:23]=[CH:22][C:21]([C:24]([CH2:25][CH3:26])([C:27]3[CH:32]=[CH:31][C:30]([C:33]#[C:34][C:35]([O:44][CH2:50][O:5][CH3:3])([C:36]([F:38])([F:39])[F:37])[C:40]([F:42])([F:41])[F:43])=[C:29]([CH3:45])[CH:28]=3)[CH2:46][CH3:47])=[CH:20][C:19]=2[CH3:48])[CH:17]=1. The catalyst class is: 4. (4) Reactant: C(O)(=O)C(C(C(O)=O)O)O.[CH2:11]([O:18][C:19]([CH:21]1[CH2:29][CH:28]2[CH:23]([CH2:24][CH2:25][CH2:26][CH2:27]2)[NH:22]1)=[O:20])[C:12]1[CH:17]=[CH:16][CH:15]=[CH:14][CH:13]=1.C(Cl)Cl.[OH-].[Na+]. Product: [CH2:11]([O:18][C:19]([C@@H:21]1[CH2:29][C@H:28]2[C@H:23]([CH2:24][CH2:25][CH2:26][CH2:27]2)[NH:22]1)=[O:20])[C:12]1[CH:13]=[CH:14][CH:15]=[CH:16][CH:17]=1. The catalyst class is: 6. (5) Reactant: Cl.[F:2][C:3]([F:25])([F:24])[C:4]1[CH:23]=[CH:22][C:7]([O:8][C:9]2[CH:10]=[C:11]([CH:19]=[CH:20][CH:21]=2)[CH:12]=[C:13]2[CH2:18][CH2:17][NH:16][CH2:15][CH2:14]2)=[CH:6][CH:5]=1.[CH3:26][C:27]1[C:31]([CH3:32])=[C:30]([NH:33][C:34](=O)[O:35]C2C=CC=CC=2)[O:29][N:28]=1.NC1ON=C(C)C=1C.C(N(C(C)C)CC)(C)C. Product: [F:25][C:3]([F:2])([F:24])[C:4]1[CH:5]=[CH:6][C:7]([O:8][C:9]2[CH:10]=[C:11]([CH:19]=[CH:20][CH:21]=2)[CH:12]=[C:13]2[CH2:18][CH2:17][N:16]([C:34]([NH:33][C:30]3[O:29][N:28]=[C:27]([CH3:26])[C:31]=3[CH3:32])=[O:35])[CH2:15][CH2:14]2)=[CH:22][CH:23]=1. The catalyst class is: 10. (6) Reactant: [C:1]([O:5][C:6]([N:8]1[CH2:12][C@H:11]([CH2:13][C:14]2[CH:19]=[CH:18][CH:17]=[C:16]([CH:20]([CH3:22])[CH3:21])[CH:15]=2)[C@H:10]([CH2:23][NH:24][C:25]2[CH:30]=[CH:29][C:28]([Cl:31])=[CH:27][CH:26]=2)[CH2:9]1)=[O:7])([CH3:4])([CH3:3])[CH3:2].[CH2:32](Br)[C:33]1[CH:38]=[CH:37][CH:36]=[CH:35][CH:34]=1.C([O-])([O-])=O.[K+].[K+].[I-].[Na+]. Product: [C:1]([O:5][C:6]([N:8]1[CH2:12][C@H:11]([CH2:13][C:14]2[CH:19]=[CH:18][CH:17]=[C:16]([CH:20]([CH3:22])[CH3:21])[CH:15]=2)[C@H:10]([CH2:23][N:24]([CH2:32][C:33]2[CH:38]=[CH:37][CH:36]=[CH:35][CH:34]=2)[C:25]2[CH:26]=[CH:27][C:28]([Cl:31])=[CH:29][CH:30]=2)[CH2:9]1)=[O:7])([CH3:3])([CH3:4])[CH3:2]. The catalyst class is: 303. (7) Reactant: [CH2:1]([N:3]([CH2:20][CH3:21])[CH2:4][CH2:5][NH:6]C(C1C=CC2C(=CC=C(I)C=2)C=1)=O)[CH3:2].[I:22][C:23]1[CH:33]=[CH:32][C:26]([C:27]([O:29]CC)=O)=[CH:25][N:24]=1.ClCCl.C(O)C. Product: [CH2:1]([N:3]([CH2:20][CH3:21])[CH2:4][CH2:5][NH:6][C:27](=[O:29])[C:26]1[CH:32]=[CH:33][C:23]([I:22])=[N:24][CH:25]=1)[CH3:2]. The catalyst class is: 53. (8) Reactant: FC(F)(F)C(OC1C(OC(=O)C(F)(F)F)=C(I)C=CC=1)=O.[CH3:22][C:23]([CH3:37])([O:25][C:26]([NH:28][C@H:29]([C:34]([OH:36])=[O:35])[CH2:30]C(=O)N)=[O:27])[CH3:24].[N:38]1C=CC=CC=1.C(=O)([O-])O.[Na+].[CH:49]1[C:61]2[CH:60]([CH2:62][O:63][C:64](ON3C(=O)CCC3=O)=[O:65])[C:59]3[C:54](=[CH:55][CH:56]=[CH:57][CH:58]=3)[C:53]=2[CH:52]=[CH:51][CH:50]=1. Product: [CH3:37][C:23]([CH3:22])([O:25][C:26]([NH:28][C@H:29]([C:34]([OH:36])=[O:35])[CH2:30][NH:38][C:64]([O:63][CH2:62][CH:60]1[C:61]2[CH:49]=[CH:50][CH:51]=[CH:52][C:53]=2[C:54]2[C:59]1=[CH:58][CH:57]=[CH:56][CH:55]=2)=[O:65])=[O:27])[CH3:24]. The catalyst class is: 35.